Dataset: NCI-60 drug combinations with 297,098 pairs across 59 cell lines. Task: Regression. Given two drug SMILES strings and cell line genomic features, predict the synergy score measuring deviation from expected non-interaction effect. (1) Drug 1: CC12CCC(CC1=CCC3C2CCC4(C3CC=C4C5=CN=CC=C5)C)O. Drug 2: CN(C)N=NC1=C(NC=N1)C(=O)N. Cell line: SF-268. Synergy scores: CSS=-5.94, Synergy_ZIP=1.58, Synergy_Bliss=-0.343, Synergy_Loewe=-8.83, Synergy_HSA=-6.04. (2) Drug 1: CCCCC(=O)OCC(=O)C1(CC(C2=C(C1)C(=C3C(=C2O)C(=O)C4=C(C3=O)C=CC=C4OC)O)OC5CC(C(C(O5)C)O)NC(=O)C(F)(F)F)O. Drug 2: CCC1(C2=C(COC1=O)C(=O)N3CC4=CC5=C(C=CC(=C5CN(C)C)O)N=C4C3=C2)O.Cl. Cell line: ACHN. Synergy scores: CSS=40.0, Synergy_ZIP=-1.73, Synergy_Bliss=1.71, Synergy_Loewe=-17.6, Synergy_HSA=2.37. (3) Drug 1: CC1=C2C(C(=O)C3(C(CC4C(C3C(C(C2(C)C)(CC1OC(=O)C(C(C5=CC=CC=C5)NC(=O)OC(C)(C)C)O)O)OC(=O)C6=CC=CC=C6)(CO4)OC(=O)C)OC)C)OC. Drug 2: CC12CCC3C(C1CCC2OP(=O)(O)O)CCC4=C3C=CC(=C4)OC(=O)N(CCCl)CCCl.[Na+]. Cell line: MALME-3M. Synergy scores: CSS=36.4, Synergy_ZIP=4.51, Synergy_Bliss=3.60, Synergy_Loewe=-0.242, Synergy_HSA=4.92. (4) Drug 1: CN1C(=O)N2C=NC(=C2N=N1)C(=O)N. Drug 2: C1CCC(C(C1)N)N.C(=O)(C(=O)[O-])[O-].[Pt+4]. Cell line: HT29. Synergy scores: CSS=26.1, Synergy_ZIP=-0.198, Synergy_Bliss=1.34, Synergy_Loewe=-27.0, Synergy_HSA=-0.911. (5) Drug 1: C(CN)CNCCSP(=O)(O)O. Drug 2: CCC1(C2=C(COC1=O)C(=O)N3CC4=CC5=C(C=CC(=C5CN(C)C)O)N=C4C3=C2)O.Cl. Cell line: NCI-H322M. Synergy scores: CSS=0.669, Synergy_ZIP=-0.387, Synergy_Bliss=-1.20, Synergy_Loewe=-6.60, Synergy_HSA=-2.89. (6) Drug 1: C1=CC(=CC=C1CCC2=CNC3=C2C(=O)NC(=N3)N)C(=O)NC(CCC(=O)O)C(=O)O. Drug 2: CN(C(=O)NC(C=O)C(C(C(CO)O)O)O)N=O. Cell line: K-562. Synergy scores: CSS=34.4, Synergy_ZIP=-4.35, Synergy_Bliss=-6.98, Synergy_Loewe=-7.20, Synergy_HSA=-2.95.